This data is from Forward reaction prediction with 1.9M reactions from USPTO patents (1976-2016). The task is: Predict the product of the given reaction. (1) Given the reactants [CH:1]1([CH2:4][O:5][C:6]2[CH:15]=[CH:14][C:9]3[C:10]([CH3:13])=[N:11][O:12][C:8]=3[C:7]=2/[CH:16]=C/C)[CH2:3][CH2:2]1.C1(C[O:23]C2C=C[C:27]3[C:28](C)=[N:29]O[C:26]=3C=2/C=C\C)CC1.I[CH2:38][CH:39]1[CH2:44][CH2:43][N:42]([C:45](OC(C)(C)C)=O)[CH2:41][CH2:40]1.C([N-:55][CH:56](C)C)(C)C.[Li+].[Cl-].[NH4+:61].[Cl-].[Na+].CCCCCCC.[C:71]([O:74]CC)(=[O:73])[CH3:72], predict the reaction product. The product is: [C:8]([OH:12])(=[O:23])/[CH:9]=[CH:72]/[C:71]([OH:74])=[O:73].[CH3:56][NH:55][CH2:16][C:7]1[C:8]2[O:12][N:11]=[C:10]([CH2:13][CH2:38][CH:39]3[CH2:40][CH2:41][N:42]([C:45]4[N:61]=[N:29][CH:28]=[CH:27][CH:26]=4)[CH2:43][CH2:44]3)[C:9]=2[CH:14]=[CH:15][C:6]=1[O:5][CH2:4][CH:1]1[CH2:2][CH2:3]1. (2) Given the reactants [Al+3].[Cl-].[Cl-].[Cl-].[CH3:5][O:6][C:7](=[O:11])[C:8](Cl)=[O:9].[Br:12][C:13]1[C:22]2[C:17](=[CH:18][CH:19]=[CH:20][CH:21]=2)[CH:16]=[CH:15][CH:14]=1.O, predict the reaction product. The product is: [CH3:5][O:6][C:7](=[O:11])[C:8]([C:16]1[C:17]2[C:22](=[CH:21][CH:20]=[CH:19][CH:18]=2)[C:13]([Br:12])=[CH:14][CH:15]=1)=[O:9]. (3) Given the reactants [CH2:1]([O:3][C:4](=[O:17])[C:5]([CH2:14][C:15]#[N:16])([CH2:11][CH2:12][CH3:13])[C:6]([O:8]CC)=[O:7])[CH3:2].C(O)C(N)(CO)CO.[OH-].[Na+].S(=O)(=O)(O)O.O=[Si]=O, predict the reaction product. The product is: [CH2:1]([O:3][C:4](=[O:17])[C@:5]([CH2:14][C:15]#[N:16])([CH2:11][CH2:12][CH3:13])[C:6]([OH:8])=[O:7])[CH3:2]. (4) Given the reactants CO[C:3](=[O:14])[CH:4](Br)[C:5]1[CH:10]=[CH:9][CH:8]=[C:7]([O:11][CH3:12])[CH:6]=1.[NH2:15][CH2:16][CH2:17][SH:18].C(=O)([O-])[O-].[K+].[K+].COC(=O)CSC(C1C=CC=C(OC)C=1)CN, predict the reaction product. The product is: [CH3:12][O:11][C:7]1[CH:6]=[C:5]([CH:4]2[S:18][CH2:17][CH2:16][NH:15][C:3]2=[O:14])[CH:10]=[CH:9][CH:8]=1. (5) Given the reactants [Cl:1][C:2]1[N:7]=[C:6](Cl)[C:5]([F:9])=[CH:4][N:3]=1.[C:10]([O:14][C:15]([N:17]1[CH2:22][CH2:21][CH:20]([NH2:23])[CH2:19][CH2:18]1)=[O:16])([CH3:13])([CH3:12])[CH3:11].C(N(C(C)C)C(C)C)C, predict the reaction product. The product is: [C:10]([O:14][C:15]([N:17]1[CH2:22][CH2:21][CH:20]([NH:23][C:6]2[C:5]([F:9])=[CH:4][N:3]=[C:2]([Cl:1])[N:7]=2)[CH2:19][CH2:18]1)=[O:16])([CH3:13])([CH3:11])[CH3:12]. (6) Given the reactants [CH2:1]([O:8][C@@H:9]1[C@@H:14]([O:15][CH2:16][C:17]2[CH:22]=[CH:21][CH:20]=[CH:19][CH:18]=2)[C@H:13]([O:23][CH2:24][C:25]2[CH:30]=[CH:29][CH:28]=[CH:27][CH:26]=2)[C@@H:12]([CH2:31][O:32][CH2:33][C:34]2[CH:39]=[CH:38][CH:37]=[CH:36][CH:35]=2)[O:11][CH:10]1[C:40]1[C:48]2[O:47][CH2:46][CH2:45][C:44]=2[C:43]([Cl:49])=[C:42]([CH2:50]Br)[CH:41]=1)[C:2]1[CH:7]=[CH:6][CH:5]=[CH:4][CH:3]=1.C([O-])([O-])=O.[K+].[K+].[CH3:58][O:59][C:60]1[CH:65]=[CH:64][C:63](B(O)O)=[CH:62][CH:61]=1, predict the reaction product. The product is: [Cl:49][C:43]1[C:44]2[CH2:45][CH2:46][O:47][C:48]=2[C:40]([CH:10]2[C@H:9]([O:8][CH2:1][C:2]3[CH:7]=[CH:6][CH:5]=[CH:4][CH:3]=3)[C@@H:14]([O:15][CH2:16][C:17]3[CH:22]=[CH:21][CH:20]=[CH:19][CH:18]=3)[C@H:13]([O:23][CH2:24][C:25]3[CH:26]=[CH:27][CH:28]=[CH:29][CH:30]=3)[C@@H:12]([CH2:31][O:32][CH2:33][C:34]3[CH:35]=[CH:36][CH:37]=[CH:38][CH:39]=3)[O:11]2)=[CH:41][C:42]=1[CH2:50][C:63]1[CH:64]=[CH:65][C:60]([O:59][CH3:58])=[CH:61][CH:62]=1. (7) Given the reactants [NH:1]1[C:5]2[CH:6]=[CH:7][CH:8]=[CH:9][C:4]=2[N:3]=[C:2]1[C:10]([C:12]1[CH:17]=[CH:16][C:15]([O:18][C:19]2[C:24](I)=[CH:23][CH:22]=[CH:21][N:20]=2)=[CH:14][CH:13]=1)=[O:11].[CH:26]1([OH:31])[CH2:30][CH2:29][CH:28]=[CH:27]1.C([O-])(=O)C.[K+], predict the reaction product. The product is: [NH:1]1[C:5]2[CH:6]=[CH:7][CH:8]=[CH:9][C:4]=2[N:3]=[C:2]1[C:10]([C:12]1[CH:17]=[CH:16][C:15]([O:18][C:19]2[C:24]([CH:28]3[CH2:29][CH2:30][C:26](=[O:31])[CH2:27]3)=[CH:23][CH:22]=[CH:21][N:20]=2)=[CH:14][CH:13]=1)=[O:11]. (8) Given the reactants [NH:1]1[CH:5]=[C:4]([C:6]2[CH:22]=[CH:21][C:9]3[C:10]4[N:11]=[C:12]([C:18](O)=[O:19])[S:13][C:14]=4[CH2:15][CH2:16][O:17][C:8]=3[CH:7]=2)[CH:3]=[N:2]1.[NH:23]1[CH2:27][CH2:26][C@@H:25]([OH:28])[CH2:24]1, predict the reaction product. The product is: [OH:28][C@@H:25]1[CH2:26][CH2:27][N:23]([C:18]([C:12]2[S:13][C:14]3[CH2:15][CH2:16][O:17][C:8]4[CH:7]=[C:6]([C:4]5[CH:3]=[N:2][NH:1][CH:5]=5)[CH:22]=[CH:21][C:9]=4[C:10]=3[N:11]=2)=[O:19])[CH2:24]1. (9) Given the reactants [CH2:1]([C:3]1[CH:9]=[CH:8][C:6]([NH2:7])=[C:5]([N+:10]([O-])=O)[CH:4]=1)[CH3:2].O1CCO[CH:14]1[CH2:18][CH2:19][C:20](=O)[CH2:21][CH2:22][C:23]([O:25][CH2:26][CH3:27])=[O:24].C1(C)C=CC(S(=O)=O)=CC=1.[O-]S([O-])(=S)=O.[Na+].[Na+].N.Cl[C:48](Cl)([O:50]C(=O)OC(Cl)(Cl)Cl)Cl, predict the reaction product. The product is: [CH2:1]([C:3]1[CH:4]=[C:5]2[C:6](=[CH:8][CH:9]=1)[N:7]1[C:20]([CH2:21][CH2:22][C:23]([O:25][CH2:26][CH3:27])=[O:24])=[CH:19][CH:18]=[C:14]1[C:48](=[O:50])[NH:10]2)[CH3:2].